Dataset: Reaction yield outcomes from USPTO patents with 853,638 reactions. Task: Predict the reaction yield, written as a fraction of the theoretical maximum amount of product (1.0 means a 100% yield; for example, 0.34 means a 34% yield). (1) The reactants are [F:1][C:2]1[CH:7]=[CH:6][C:5]([C:8]2[C:12]3[C:13]([CH3:20])=[C:14]([NH2:19])[C:15]([CH3:18])=[C:16]([CH3:17])[C:11]=3[O:10][C:9]=2[CH3:21])=[CH:4][CH:3]=1.[F:22][C:23]1[CH:31]=[CH:30][C:26]([C:27](Cl)=[O:28])=[CH:25][CH:24]=1. The catalyst is C(OCC)(=O)C.CCCCCC. The product is [F:22][C:23]1[CH:31]=[CH:30][C:26]([C:27]([NH:19][C:14]2[C:15]([CH3:18])=[C:16]([CH3:17])[C:11]3[O:10][C:9]([CH3:21])=[C:8]([C:5]4[CH:6]=[CH:7][C:2]([F:1])=[CH:3][CH:4]=4)[C:12]=3[C:13]=2[CH3:20])=[O:28])=[CH:25][CH:24]=1. The yield is 0.750. (2) The catalyst is CO. The yield is 0.940. The product is [F:1][C:2]1[CH:3]=[CH:4][C:5]([CH2:6][N:7]2[C:11]3=[CH:12][N:13]=[C:14]([C:16]([OH:18])=[O:17])[CH:15]=[C:10]3[C:9]([CH2:20][O:21][CH2:22][CH2:23][N:24]3[CH2:28][CH2:27][CH2:26][C:25]3=[O:29])=[CH:8]2)=[CH:30][CH:31]=1. The reactants are [F:1][C:2]1[CH:31]=[CH:30][C:5]([CH2:6][N:7]2[C:11]3=[CH:12][N:13]=[C:14]([C:16]([O:18]C)=[O:17])[CH:15]=[C:10]3[C:9]([CH2:20][O:21][CH2:22][CH2:23][N:24]3[CH2:28][CH2:27][CH2:26][C:25]3=[O:29])=[CH:8]2)=[CH:4][CH:3]=1.[Li+].[OH-].Cl.